This data is from Retrosynthesis with 50K atom-mapped reactions and 10 reaction types from USPTO. The task is: Predict the reactants needed to synthesize the given product. (1) Given the product COC1C(=C=O)C(N2CCCCc3ccccc32)=CC=C1C(=O)Nc1cccc2c1nc(C)n2C(=O)OC(C)(C)C, predict the reactants needed to synthesize it. The reactants are: COC1C(=C=O)C(N2CCCCc3ccccc32)=CC=C1C(=O)O.Cc1nc2c(N)cccc2n1C(=O)OC(C)(C)C. (2) Given the product C#CCOc1cc(Oc2cc(Cl)ccc2Cl)ncn1, predict the reactants needed to synthesize it. The reactants are: C#CCOc1cc(Cl)ncn1.Oc1cc(Cl)ccc1Cl. (3) Given the product NC(=O)C1CCN(Cc2nc3c(oc4ccc(Br)cc43)c(=O)[nH]2)C1, predict the reactants needed to synthesize it. The reactants are: CCOC(=O)C1CCN(Cc2nc3c(oc4ccc(Br)cc43)c(=O)[nH]2)C1.N. (4) The reactants are: COCCCOc1cc(O[C@@H](CBr)C(C)C)ccc1OC.[C-]#N. Given the product COCCCOc1cc(O[C@@H](CC#N)C(C)C)ccc1OC, predict the reactants needed to synthesize it. (5) Given the product Cc1ccn2c(-c3ccnc(-c4ccc(CN5CCOCC5)cc4)c3)c(-c3cccc(C)n3)nc2c1, predict the reactants needed to synthesize it. The reactants are: C1COCCN1.Cc1ccn2c(-c3ccnc(-c4ccc(C=O)cc4)c3)c(-c3cccc(C)n3)nc2c1. (6) Given the product O=C(O)c1ccc2c(c1Cl)OCO2, predict the reactants needed to synthesize it. The reactants are: COC(=O)c1ccc2c(c1Cl)OCO2.